From a dataset of Reaction yield outcomes from USPTO patents with 853,638 reactions. Predict the reaction yield, written as a fraction of the theoretical maximum amount of product (1.0 means a 100% yield; for example, 0.34 means a 34% yield). (1) The reactants are [CH3:1][C:2]([CH3:60])([CH2:10][C:11]([O:13][C@H:14]1[CH2:31][CH2:30][C@@:29]2([CH3:32])[C@@H:16]([CH2:17][CH2:18][C@:19]3([CH3:57])[C@@H:28]2[CH2:27][CH2:26][C@H:25]2[C@@:20]3([CH3:56])[CH2:21][CH2:22][C@@:23]3([C@@H:40]4[O:44][C:43](=[O:45])[N:42]([C:46]5([C:49]6[N:54]=[CH:53][C:52]([Cl:55])=[CH:51][N:50]=6)[CH2:48][CH2:47]5)[CH2:41]4)[CH2:35][C:34](=[O:36])[C:33]([CH:37]([CH3:39])[CH3:38])=[C:24]32)[C:15]1([CH3:59])[CH3:58])=[O:12])[C:3]([O:5]C(C)(C)C)=[O:4].C(O)(C(F)(F)F)=O. The catalyst is C(Cl)Cl. The product is [Cl:55][C:52]1[CH:51]=[N:50][C:49]([C:46]2([N:42]3[CH2:41][C@H:40]([C@:23]45[CH2:35][C:34](=[O:36])[C:33]([CH:37]([CH3:38])[CH3:39])=[C:24]4[C@@H:25]4[C@@:20]([CH3:56])([CH2:21][CH2:22]5)[C@@:19]5([CH3:57])[C@@H:28]([C@:29]6([CH3:32])[C@@H:16]([CH2:17][CH2:18]5)[C:15]([CH3:58])([CH3:59])[C@@H:14]([O:13][C:11](=[O:12])[CH2:10][C:2]([CH3:1])([CH3:60])[C:3]([OH:5])=[O:4])[CH2:31][CH2:30]6)[CH2:27][CH2:26]4)[O:44][C:43]3=[O:45])[CH2:48][CH2:47]2)=[N:54][CH:53]=1. The yield is 0.670. (2) The reactants are C1(P(C2C=CC=CC=2)CCP(C2C=CC=CC=2)C2C=CC=CC=2)C=CC=CC=1.[C:29](#[N:32])[CH2:30][CH3:31].[CH:33](=[O:40])[C:34]1[CH:39]=[CH:38][CH:37]=[CH:36][CH:35]=1.[Cl-].[NH4+]. No catalyst specified. The product is [OH:40][CH:33]([C:34]1[CH:39]=[CH:38][CH:37]=[CH:36][CH:35]=1)[CH:30]([CH3:31])[C:29]#[N:32]. The yield is 0.900. (3) The reactants are [C:1]([C:3]1[CH:8]=[CH:7][C:6]([C:9]2([F:33])[CH2:14][CH2:13][N:12]([C:15]([C:17]3[C:18]([CH2:31][CH3:32])=[CH:19][C:20]([CH:27]4[CH2:30][CH2:29][CH2:28]4)=[C:21]([CH:26]=3)[C:22](OC)=[O:23])=[O:16])[CH2:11][CH2:10]2)=[CH:5][CH:4]=1)#[N:2].O.[NH2:35][NH2:36]. The catalyst is C(O)C. The product is [C:1]([C:3]1[CH:8]=[CH:7][C:6]([C:9]2([F:33])[CH2:14][CH2:13][N:12]([C:15]([C:17]3[C:18]([CH2:31][CH3:32])=[CH:19][C:20]([CH:27]4[CH2:30][CH2:29][CH2:28]4)=[C:21]([CH:26]=3)[C:22]([NH:35][NH2:36])=[O:23])=[O:16])[CH2:11][CH2:10]2)=[CH:5][CH:4]=1)#[N:2]. The yield is 0.820.